Dataset: hERG Central: cardiac toxicity at 1µM, 10µM, and general inhibition. Task: Predict hERG channel inhibition at various concentrations. (1) The compound is CN1C2CCC1CC(OC(=O)c1ccc([N+](=O)[O-])cc1)C2. Results: hERG_inhib (hERG inhibition (general)): blocker. (2) The molecule is O=C(c1ccc(OC2CCN(Cc3ccc(C(F)(F)F)cc3)CC2)cc1)N1CCCCC1. Results: hERG_inhib (hERG inhibition (general)): blocker.